From a dataset of TCR-epitope binding with 47,182 pairs between 192 epitopes and 23,139 TCRs. Binary Classification. Given a T-cell receptor sequence (or CDR3 region) and an epitope sequence, predict whether binding occurs between them. (1) The epitope is TLIGDCATV. The TCR CDR3 sequence is CASRELANEQFF. Result: 1 (the TCR binds to the epitope). (2) The epitope is TPRVTGGGAM. The TCR CDR3 sequence is CASSIGPALNTEAFF. Result: 1 (the TCR binds to the epitope). (3) The epitope is FPPTSFGPL. The TCR CDR3 sequence is CATTSGSSSYEQYF. Result: 1 (the TCR binds to the epitope). (4) The epitope is KRWIIMGLNK. The TCR CDR3 sequence is CASRPIGGAQETQYF. Result: 0 (the TCR does not bind to the epitope). (5) The epitope is LLLGIGILV. Result: 1 (the TCR binds to the epitope). The TCR CDR3 sequence is CASSLGGSYEQYF. (6) The epitope is ELAGIGILTV. The TCR CDR3 sequence is CASSSSLAGGGELFF. Result: 1 (the TCR binds to the epitope). (7) The epitope is TLIGDCATV. The TCR CDR3 sequence is CASSYLHEQFF. Result: 1 (the TCR binds to the epitope).